From a dataset of HIV replication inhibition screening data with 41,000+ compounds from the AIDS Antiviral Screen. Binary Classification. Given a drug SMILES string, predict its activity (active/inactive) in a high-throughput screening assay against a specified biological target. The compound is CCOC(=O)CCC(=O)Oc1ccc2c(c1OC(=O)CCC(=O)OCC)C(=O)c1ccccc1C2=O. The result is 0 (inactive).